Dataset: Forward reaction prediction with 1.9M reactions from USPTO patents (1976-2016). Task: Predict the product of the given reaction. Given the reactants [CH3:1][O:2][C:3]1[CH:4]=[CH:5][C:6]2[C:10]([O:11][C:12]3[CH:17]=[CH:16][C:15]([O:18][CH2:19][CH2:20][N:21]4[CH2:26][CH2:25][CH2:24][CH2:23][CH2:22]4)=[CH:14][CH:13]=3)=[C:9](Br)[S:8][C:7]=2[CH:28]=1.[C:29]([C:37]1[CH:42]=[CH:41][C:40](B(O)O)=[CH:39][CH:38]=1)(=[O:36])[C:30]1[CH:35]=[CH:34][CH:33]=[CH:32][CH:31]=1.C(=O)([O-])[O-].[Na+].[Na+], predict the reaction product. The product is: [CH3:1][O:2][C:3]1[CH:4]=[CH:5][C:6]2[C:10]([O:11][C:12]3[CH:17]=[CH:16][C:15]([O:18][CH2:19][CH2:20][N:21]4[CH2:26][CH2:25][CH2:24][CH2:23][CH2:22]4)=[CH:14][CH:13]=3)=[C:9]([C:40]3[CH:41]=[CH:42][C:37]([C:29]([C:30]4[CH:35]=[CH:34][CH:33]=[CH:32][CH:31]=4)=[O:36])=[CH:38][CH:39]=3)[S:8][C:7]=2[CH:28]=1.